This data is from Full USPTO retrosynthesis dataset with 1.9M reactions from patents (1976-2016). The task is: Predict the reactants needed to synthesize the given product. Given the product [CH3:18][N:14]([CH2:15][CH2:20][CH3:21])[C:8]1[CH:9]=[CH:10][CH:11]=[C:6]([NH2:5])[CH:7]=1, predict the reactants needed to synthesize it. The reactants are: CN(C)CC[N:5](C)[C:6]1[CH:7]=[C:8]([N:14]2[C:18](S)=NN=[C:15]2[C:20]2C=C(C(C)C)C(O)=C[C:21]=2O)[CH:9]=[CH:10][C:11]=1OC.